This data is from NCI-60 drug combinations with 297,098 pairs across 59 cell lines. The task is: Regression. Given two drug SMILES strings and cell line genomic features, predict the synergy score measuring deviation from expected non-interaction effect. (1) Drug 1: C(CCl)NC(=O)N(CCCl)N=O. Drug 2: CC12CCC3C(C1CCC2OP(=O)(O)O)CCC4=C3C=CC(=C4)OC(=O)N(CCCl)CCCl.[Na+]. Cell line: OVCAR-4. Synergy scores: CSS=-2.19, Synergy_ZIP=-1.31, Synergy_Bliss=-4.31, Synergy_Loewe=-2.61, Synergy_HSA=-4.98. (2) Drug 1: C1=CC(=C2C(=C1NCCNCCO)C(=O)C3=C(C=CC(=C3C2=O)O)O)NCCNCCO. Drug 2: C1CNP(=O)(OC1)N(CCCl)CCCl. Cell line: HOP-62. Synergy scores: CSS=55.0, Synergy_ZIP=5.94, Synergy_Bliss=2.72, Synergy_Loewe=-45.2, Synergy_HSA=3.73. (3) Drug 1: CN(C)C1=NC(=NC(=N1)N(C)C)N(C)C. Drug 2: CC1CCC2CC(C(=CC=CC=CC(CC(C(=O)C(C(C(=CC(C(=O)CC(OC(=O)C3CCCCN3C(=O)C(=O)C1(O2)O)C(C)CC4CCC(C(C4)OC)O)C)C)O)OC)C)C)C)OC. Cell line: SF-268. Synergy scores: CSS=15.4, Synergy_ZIP=-3.47, Synergy_Bliss=1.84, Synergy_Loewe=-20.9, Synergy_HSA=-2.75.